From a dataset of HIV replication inhibition screening data with 41,000+ compounds from the AIDS Antiviral Screen. Binary Classification. Given a drug SMILES string, predict its activity (active/inactive) in a high-throughput screening assay against a specified biological target. (1) The molecule is Clc1cc(OC2C3CC4CC(C3)CC2C4)nc(Cl)n1. The result is 0 (inactive). (2) The drug is CCCNC(=N)C(C)=O. The result is 0 (inactive). (3) The compound is O=S(=O)(c1ccccc1)C1CN(Cc2ccccc2)CCN(Cc2ccccc2)C1. The result is 0 (inactive).